Dataset: Forward reaction prediction with 1.9M reactions from USPTO patents (1976-2016). Task: Predict the product of the given reaction. (1) Given the reactants [CH2:1]([O:8][C:9]1[CH:14]=[CH:13][C:12]([N:15]([CH3:30])[C:16]2[CH:21]=[CH:20][C:19]([CH:22]([CH3:29])[CH2:23]OS(C)(=O)=O)=[CH:18][CH:17]=2)=[CH:11][CH:10]=1)[C:2]1[CH:7]=[CH:6][CH:5]=[CH:4][CH:3]=1.[C-:31]#[N:32].[K+].C1OCCOCCOCCOCCOCCOC1, predict the reaction product. The product is: [CH2:1]([O:8][C:9]1[CH:14]=[CH:13][C:12]([N:15]([CH3:30])[C:16]2[CH:21]=[CH:20][C:19]([CH:22]([CH3:29])[CH2:23][C:31]#[N:32])=[CH:18][CH:17]=2)=[CH:11][CH:10]=1)[C:2]1[CH:7]=[CH:6][CH:5]=[CH:4][CH:3]=1. (2) Given the reactants [Br:1][C:2]1[CH:7]=[CH:6][C:5]([C:8]2[NH:17][C:16](=O)[C:15]3[C:10](=[CH:11][C:12]([Cl:19])=[CH:13][CH:14]=3)[N:9]=2)=[CH:4][CH:3]=1.S(Cl)([Cl:22])=O, predict the reaction product. The product is: [Br:1][C:2]1[CH:7]=[CH:6][C:5]([C:8]2[N:17]=[C:16]([Cl:22])[C:15]3[C:10](=[CH:11][C:12]([Cl:19])=[CH:13][CH:14]=3)[N:9]=2)=[CH:4][CH:3]=1. (3) Given the reactants [CH2:1]([NH:4][C:5]([C:7]1[S:11][C:10]([C:12]2[CH:17]=[CH:16][N:15]=[CH:14][CH:13]=2)=[N:9][C:8]=1[CH2:18][C:19]1[CH:24]=[CH:23][C:22]([Cl:25])=[CH:21][CH:20]=1)=O)[CH:2]=[CH2:3].P(Cl)(Cl)(Cl)(Cl)Cl.Cl.O1CCOCC1.CO[CH:41](OC)[CH2:42][NH2:43], predict the reaction product. The product is: [CH2:1]([N:4]1[CH:41]=[CH:42][N:43]=[C:5]1[C:7]1[S:11][C:10]([C:12]2[CH:17]=[CH:16][N:15]=[CH:14][CH:13]=2)=[N:9][C:8]=1[CH2:18][C:19]1[CH:24]=[CH:23][C:22]([Cl:25])=[CH:21][CH:20]=1)[CH:2]=[CH2:3]. (4) Given the reactants [C:1]1([CH2:7][O:8][C:9](=[O:17])[NH:10][CH2:11][C@H:12]2[CH2:16][CH2:15][NH:14][CH2:13]2)[CH:6]=[CH:5][CH:4]=[CH:3][CH:2]=1.[CH3:18][O:19][C:20]1[CH:29]=[CH:28][C:27]2[C:22](=[C:23]([C@H:30]3[CH2:32][O:31]3)[CH:24]=[CH:25][N:26]=2)[N:21]=1, predict the reaction product. The product is: [C:1]1([CH2:7][O:8][C:9](=[O:17])[NH:10][CH2:11][C@@H:12]2[CH2:16][CH2:15][N:14]([CH2:32][C@@H:30]([OH:31])[C:23]3[C:22]4[C:27](=[CH:28][CH:29]=[C:20]([O:19][CH3:18])[N:21]=4)[N:26]=[CH:25][CH:24]=3)[CH2:13]2)[CH:2]=[CH:3][CH:4]=[CH:5][CH:6]=1. (5) Given the reactants [CH3:1][O:2][C:3]1[CH:4]=[C:5]2[C:10](=[CH:11][CH:12]=1)[C:9](=[CH:13][C:14]([O:16][CH2:17][CH3:18])=[O:15])[CH2:8][CH2:7][CH2:6]2.[H][H], predict the reaction product. The product is: [CH3:1][O:2][C:3]1[CH:4]=[C:5]2[C:10](=[CH:11][CH:12]=1)[CH:9]([CH2:13][C:14]([O:16][CH2:17][CH3:18])=[O:15])[CH2:8][CH2:7][CH2:6]2. (6) Given the reactants [N:1]1[CH:6]=[CH:5][CH:4]=[CH:3][C:2]=1[C:7]1[O:11][CH:10]=[N:9][CH:8]=1.[Li]CCCC.[Sn:17](Cl)([CH2:26][CH2:27][CH2:28][CH3:29])([CH2:22][CH2:23][CH2:24][CH3:25])[CH2:18][CH2:19][CH2:20][CH3:21], predict the reaction product. The product is: [N:1]1[CH:6]=[CH:5][CH:4]=[CH:3][C:2]=1[C:7]1[O:11][C:10]([Sn:17]([CH2:22][CH2:23][CH2:24][CH3:25])([CH2:26][CH2:27][CH2:28][CH3:29])[CH2:18][CH2:19][CH2:20][CH3:21])=[N:9][CH:8]=1. (7) Given the reactants Br[C:2]1[CH:3]=[C:4]2[C:8](=[CH:9][CH:10]=1)[CH2:7][CH:6]([OH:11])[CH2:5]2.C([O-])(=O)C.[K+].[CH3:17][C:18]1([CH3:34])[C:22]([CH3:24])([CH3:23])[O:21][B:20]([B:20]2[O:21][C:22]([CH3:24])([CH3:23])[C:18]([CH3:34])([CH3:17])[O:19]2)[O:19]1.ClCCl, predict the reaction product. The product is: [CH3:17][C:18]1([CH3:34])[C:22]([CH3:24])([CH3:23])[O:21][B:20]([C:2]2[CH:3]=[C:4]3[C:8](=[CH:9][CH:10]=2)[CH2:7][CH:6]([OH:11])[CH2:5]3)[O:19]1.